Predict which catalyst facilitates the given reaction. From a dataset of Catalyst prediction with 721,799 reactions and 888 catalyst types from USPTO. (1) Reactant: [CH2:1]1[CH2:5]O[CH2:3][CH2:2]1.[BH4-].[Na+].[CH3:8][OH:9].[Cl-:10].[NH4+]. Product: [Cl:10][C:2]1[CH:3]=[C:1]([CH:2]([CH3:3])[CH2:8][OH:9])[CH:5]=[CH:5][CH:1]=1. The catalyst class is: 69. (2) Reactant: [C:1]([C:5]1[CH:10]=[CH:9][C:8]([NH:11][C:12]([C:14]2[C:15]([NH:20][CH2:21][C:22]3[CH:27]=[CH:26][CH:25]=[CH:24][N:23]=3)=[N:16][CH:17]=[CH:18][CH:19]=2)=[O:13])=[CH:7][C:6]=1[N+:28]([O-])=O)([CH3:4])([CH3:3])[CH3:2].[NH4+].[Cl-]. Product: [NH2:28][C:6]1[CH:7]=[C:8]([NH:11][C:12]([C:14]2[C:15]([NH:20][CH2:21][C:22]3[CH:27]=[CH:26][CH:25]=[CH:24][N:23]=3)=[N:16][CH:17]=[CH:18][CH:19]=2)=[O:13])[CH:9]=[CH:10][C:5]=1[C:1]([CH3:3])([CH3:2])[CH3:4]. The catalyst class is: 314. (3) Product: [ClH:12].[Cl:12][C:11]1[CH:7]=[C:3]([C:4]([NH2:6])=[O:5])[C:1](=[NH:2])[N:25]([CH:23]([C:19]2[CH:20]=[CH:21][CH:22]=[C:17]([F:16])[CH:18]=2)[CH3:24])[CH:10]=1. The catalyst class is: 8. Reactant: [C:1]([CH:3]([CH:7]1[C:11]([Cl:12])=[C:10](Cl)C(=O)O1)[C:4]([NH2:6])=[O:5])#[N:2].Cl.[F:16][C:17]1[CH:18]=[C:19]([CH:23]([NH2:25])[CH3:24])[CH:20]=[CH:21][CH:22]=1.C(N(CC)CC)C. (4) Reactant: [CH3:1][O:2][N:3]([CH3:15])[C:4]([C:6]1[C:14]2[C:9](=[CH:10][CH:11]=[CH:12][CH:13]=2)[NH:8][N:7]=1)=[O:5].FC(F)(F)C(OC1C(OC(=O)C(F)(F)F)=C([I:27])C=CC=1)=O.II.OS([O-])=O.[Na+]. Product: [I:27][C:12]1[CH:13]=[C:14]2[C:9](=[CH:10][CH:11]=1)[NH:8][N:7]=[C:6]2[C:4]([N:3]([O:2][CH3:1])[CH3:15])=[O:5]. The catalyst class is: 2.